From a dataset of Catalyst prediction with 721,799 reactions and 888 catalyst types from USPTO. Predict which catalyst facilitates the given reaction. (1) Reactant: [NH2:1][C:2]1[CH:7]=[C:6]([O:8][C:9]2[CH:14]=[CH:13][C:12]([C:15]3[C:16](=[O:36])[N:17]([CH2:29][C:30]4[CH:35]=[CH:34][CH:33]=[CH:32][CH:31]=4)[C:18]([NH:21][C:22]4[CH:27]=[CH:26][C:25]([F:28])=[CH:24][CH:23]=4)=[N:19][CH:20]=3)=[CH:11][C:10]=2[F:37])[CH:5]=[CH:4][N:3]=1.[CH3:38][CH2:39][N:40]([CH2:43][CH3:44])[CH2:41]C.ClC(OC1C=CC=CC=1)=[O:47].N1CCCC1. Product: [CH2:29]([N:17]1[C:16](=[O:36])[C:15]([C:12]2[CH:13]=[CH:14][C:9]([O:8][C:6]3[CH:5]=[CH:4][N:3]=[C:2]([NH:1][C:41]([N:40]4[CH2:43][CH2:44][CH2:38][CH2:39]4)=[O:47])[CH:7]=3)=[C:10]([F:37])[CH:11]=2)=[CH:20][N:19]=[C:18]1[NH:21][C:22]1[CH:23]=[CH:24][C:25]([F:28])=[CH:26][CH:27]=1)[C:30]1[CH:35]=[CH:34][CH:33]=[CH:32][CH:31]=1. The catalyst class is: 1. (2) Reactant: [Br:1][C:2]1[CH:3]=[C:4]([N+:19]([O-])=O)[C:5]([NH:8][CH2:9][C:10]2[CH:15]=[CH:14][C:13]([O:16][CH2:17][CH3:18])=[CH:12][CH:11]=2)=[N:6][CH:7]=1.C(OCC)(=O)C.O1CCCC1.O.O.[Sn](Cl)Cl. Product: [Br:1][C:2]1[CH:3]=[C:4]([NH2:19])[C:5]([NH:8][CH2:9][C:10]2[CH:11]=[CH:12][C:13]([O:16][CH2:17][CH3:18])=[CH:14][CH:15]=2)=[N:6][CH:7]=1. The catalyst class is: 389.